This data is from Reaction yield outcomes from USPTO patents with 853,638 reactions. The task is: Predict the reaction yield, written as a fraction of the theoretical maximum amount of product (1.0 means a 100% yield; for example, 0.34 means a 34% yield). The yield is 0.670. The reactants are I[C:2]1[C:3]([NH2:18])=[N:4][C:5](=[O:17])[N:6]([CH:16]=1)[C@@H:7]1[O:15][C@H:12]([CH2:13][OH:14])[C@@H:10]([OH:11])[C@H:8]1[OH:9].[CH2:19]([NH:22][C:23](=[O:28])[C:24]([F:27])([F:26])[F:25])[C:20]#[CH:21].C(N(CC)CC)C.C(=O)(O)[O-]. The catalyst is CO.ClCCl.CN(C=O)C. The product is [F:25][C:24]([F:27])([F:26])[C:23]([NH:22][CH2:19][C:20]#[C:21][C:2]1[C:3]([NH2:18])=[N:4][C:5](=[O:17])[N:6]([CH:16]=1)[C@@H:7]1[O:15][C@H:12]([CH2:13][OH:14])[C@@H:10]([OH:11])[C@H:8]1[OH:9])=[O:28].